Dataset: Forward reaction prediction with 1.9M reactions from USPTO patents (1976-2016). Task: Predict the product of the given reaction. (1) The product is: [CH3:25][O:24][C:7]1[CH:6]=[CH:5][C:4]2[N:3]=[C:2]([NH:34][C:31]3[CH:32]=[CH:33][C:28]([N:27]([CH3:35])[CH3:26])=[CH:29][CH:30]=3)[C:11]3=[N:12][NH:13][CH:14]=[C:10]3[C:9]=2[CH:8]=1. Given the reactants Cl[C:2]1[C:11]2=[N:12][N:13](CC3C=CC(OC)=CC=3)[CH:14]=[C:10]2[C:9]2[CH:8]=[C:7]([O:24][CH3:25])[CH:6]=[CH:5][C:4]=2[N:3]=1.[CH3:26][N:27]([CH3:35])[C:28]1[CH:33]=[CH:32][C:31]([NH2:34])=[CH:30][CH:29]=1.Cl, predict the reaction product. (2) Given the reactants NC1C=CC(CC2CC(C(OCC)=O)C2)=CC=1.[C:18]1([CH:24]2[CH2:27][C:26](=[C:28]([CH3:34])[C:29]([O:31][CH2:32][CH3:33])=[O:30])[CH2:25]2)[CH:23]=[CH:22][CH:21]=[CH:20][CH:19]=1, predict the reaction product. The product is: [C:18]1([CH:24]2[CH2:25][CH:26]([CH:28]([CH3:34])[C:29]([O:31][CH2:32][CH3:33])=[O:30])[CH2:27]2)[CH:23]=[CH:22][CH:21]=[CH:20][CH:19]=1. (3) Given the reactants [Cl:1][C:2]1[C:7]2[O:8][C:9]3[CH2:14][CH2:13][N:12](C(OC(C)(C)C)=O)[CH2:11][C:10]=3[C:6]=2[CH:5]=[C:4]([S:22]([C:25]2[CH:30]=[CH:29][CH:28]=[C:27]([C:31]([F:34])([F:33])[F:32])[CH:26]=2)(=[O:24])=[O:23])[CH:3]=1.FC(F)(F)C(O)=O, predict the reaction product. The product is: [ClH:1].[Cl:1][C:2]1[C:7]2[O:8][C:9]3[CH2:14][CH2:13][NH:12][CH2:11][C:10]=3[C:6]=2[CH:5]=[C:4]([S:22]([C:25]2[CH:30]=[CH:29][CH:28]=[C:27]([C:31]([F:33])([F:32])[F:34])[CH:26]=2)(=[O:23])=[O:24])[CH:3]=1.